Dataset: TCR-epitope binding with 47,182 pairs between 192 epitopes and 23,139 TCRs. Task: Binary Classification. Given a T-cell receptor sequence (or CDR3 region) and an epitope sequence, predict whether binding occurs between them. (1) The epitope is FLPRVFSAV. The TCR CDR3 sequence is CASSLPSGSPLHF. Result: 1 (the TCR binds to the epitope). (2) The epitope is ALSKGVHFV. The TCR CDR3 sequence is CATSGTSGSTFETQYF. Result: 1 (the TCR binds to the epitope). (3) The epitope is CTELKLSDY. The TCR CDR3 sequence is CASSPGLGGASTDTQYF. Result: 0 (the TCR does not bind to the epitope). (4) The epitope is FPPTSFGPL. The TCR CDR3 sequence is CASSPGHKHHEQFF. Result: 1 (the TCR binds to the epitope). (5) The epitope is RIFTIGTVTLK. The TCR CDR3 sequence is CASSANRGLGKDSPLHF. Result: 1 (the TCR binds to the epitope). (6) The epitope is SEPVLKGVKL. The TCR CDR3 sequence is CATSAGGGPPYYEQYF. Result: 0 (the TCR does not bind to the epitope). (7) Result: 0 (the TCR does not bind to the epitope). The TCR CDR3 sequence is CASSSHDYRGRRSPLHF. The epitope is QYDPVAALF. (8) The epitope is FPPTSFGPL. The TCR CDR3 sequence is CASSQERASGETQYF. Result: 1 (the TCR binds to the epitope). (9) The epitope is KTSVDCTMYI. The TCR CDR3 sequence is CASSDARKGLAGQETQYF. Result: 0 (the TCR does not bind to the epitope).